The task is: Predict the reactants needed to synthesize the given product.. This data is from Full USPTO retrosynthesis dataset with 1.9M reactions from patents (1976-2016). Given the product [Br:1][C:2]1[CH:3]=[C:4]2[C:8](=[CH:9][CH:10]=1)[C:7](=[O:11])[NH:15][NH:14][C:5]2=[O:6], predict the reactants needed to synthesize it. The reactants are: [Br:1][C:2]1[CH:3]=[C:4]2[C:8](=[CH:9][CH:10]=1)[C:7](=[O:11])[O:6][C:5]2=O.O.[NH2:14][NH2:15].